This data is from Forward reaction prediction with 1.9M reactions from USPTO patents (1976-2016). The task is: Predict the product of the given reaction. Given the reactants Br[C:2]1[CH:7]=[CH:6][C:5]([C:8]2[O:12][N:11]=[C:10]([CH3:13])[C:9]=2[CH:14]([OH:24])[CH2:15]/[CH:16]=[CH:17]/[C:18]2[CH:23]=[CH:22][CH:21]=[CH:20][CH:19]=2)=[CH:4][CH:3]=1.[CH2:25]([O:27][C:28]([C:30]1([C:33]2[CH:38]=[CH:37][C:36](B3OC(C)(C)C(C)(C)O3)=[CH:35][CH:34]=2)[CH2:32][CH2:31]1)=[O:29])[CH3:26], predict the reaction product. The product is: [CH2:25]([O:27][C:28]([C:30]1([C:33]2[CH:38]=[CH:37][C:36]([C:2]3[CH:7]=[CH:6][C:5]([C:8]4[O:12][N:11]=[C:10]([CH3:13])[C:9]=4[CH:14]([OH:24])[CH2:15]/[CH:16]=[CH:17]/[C:18]4[CH:23]=[CH:22][CH:21]=[CH:20][CH:19]=4)=[CH:4][CH:3]=3)=[CH:35][CH:34]=2)[CH2:31][CH2:32]1)=[O:29])[CH3:26].